From a dataset of Full USPTO retrosynthesis dataset with 1.9M reactions from patents (1976-2016). Predict the reactants needed to synthesize the given product. (1) Given the product [Cl:75][C:70]1[CH:69]=[C:68]([CH:65]([N:11]2[C:10]3[C:5](=[CH:6][CH:7]=[C:8]([C:13]([F:16])([F:15])[F:14])[CH:9]=3)[NH:4][CH:3]([CH2:1][CH3:2])[CH2:12]2)[C:66]#[N:67])[CH:73]=[CH:72][C:71]=1[Cl:74], predict the reactants needed to synthesize it. The reactants are: [CH2:1]([C@H:3]1[CH2:12][NH:11][C:10]2[C:5](=[CH:6][CH:7]=[C:8]([C:13]([F:16])([F:15])[F:14])[CH:9]=2)[NH:4]1)[CH3:2].C(OC(N1C2C(=CC=CC=2)N(C(C2C=C(C(F)(F)F)C=C(C(F)(F)F)C=2)C2N=NN(C)N=2)CC1CC)=O)C.CCN(C(C)C)C(C)C.Br[CH:65]([C:68]1[CH:73]=[CH:72][C:71]([Cl:74])=[C:70]([Cl:75])[CH:69]=1)[C:66]#[N:67]. (2) Given the product [CH2:1]([O:8][C:9](=[O:52])[NH:10][CH:11]([CH:12]1[CH:13]([CH:14]([NH:27][C:28]([O:30][CH2:31][C:32]2[CH:37]=[CH:36][CH:35]=[CH:34][CH:33]=2)=[O:29])[CH2:15][C:16]2[CH:21]=[CH:20][C:19]([O:22][C:23]([CH3:26])([CH3:25])[CH3:24])=[CH:18][CH:17]=2)[O:38][C:55]([CH3:57])([CH3:56])[O:39]1)[CH2:40][C:41]1[CH:46]=[CH:45][C:44]([O:47][C:48]([CH3:51])([CH3:50])[CH3:49])=[CH:43][CH:42]=1)[C:2]1[CH:7]=[CH:6][CH:5]=[CH:4][CH:3]=1, predict the reactants needed to synthesize it. The reactants are: [CH2:1]([O:8][C:9](=[O:52])[NH:10][CH:11]([CH2:40][C:41]1[CH:46]=[CH:45][C:44]([O:47][C:48]([CH3:51])([CH3:50])[CH3:49])=[CH:43][CH:42]=1)[CH:12]([OH:39])[CH:13]([OH:38])[CH:14]([NH:27][C:28]([O:30][CH2:31][C:32]1[CH:37]=[CH:36][CH:35]=[CH:34][CH:33]=1)=[O:29])[CH2:15][C:16]1[CH:21]=[CH:20][C:19]([O:22][C:23]([CH3:26])([CH3:25])[CH3:24])=[CH:18][CH:17]=1)[C:2]1[CH:7]=[CH:6][CH:5]=[CH:4][CH:3]=1.CO[C:55](OC)([CH3:57])[CH3:56].C1(C)C=CC(S([O-])(=O)=O)=CC=1.[NH+]1C=CC=CC=1. (3) Given the product [CH2:23]([O:25][C:26]([C:28]1[N:29]([CH3:34])[C:30]([S:33][C:2]2[S:6][C:5]([NH:7][C:8]([N:9]([CH:16]3[CH2:21][CH2:20][CH2:19][CH2:18][CH2:17]3)[CH:10]3[CH2:15][CH2:14][S:13][CH2:12][CH2:11]3)=[O:22])=[N:4][CH:3]=2)=[N:31][CH:32]=1)=[O:27])[CH3:24], predict the reactants needed to synthesize it. The reactants are: Br[C:2]1[S:6][C:5]([NH:7][C:8](=[O:22])[N:9]([CH:16]2[CH2:21][CH2:20][CH2:19][CH2:18][CH2:17]2)[CH:10]2[CH2:15][CH2:14][S:13][CH2:12][CH2:11]2)=[N:4][CH:3]=1.[CH2:23]([O:25][C:26]([C:28]1[N:29]([CH3:34])[C:30]([SH:33])=[N:31][CH:32]=1)=[O:27])[CH3:24]. (4) Given the product [C:1]([C:3]1[CH:4]=[C:5]([NH:9][S:10]([C:13]2[CH:14]=[CH:15][C:16]([O:25][CH3:26])=[C:17]3[C:22]=2[O:21][CH2:20][C@H:19]([N:23]([CH3:29])[CH3:24])[CH2:18]3)(=[O:12])=[O:11])[CH:6]=[CH:7][CH:8]=1)#[N:2], predict the reactants needed to synthesize it. The reactants are: [C:1]([C:3]1[CH:4]=[C:5]([NH:9][S:10]([C:13]2[CH:14]=[CH:15][C:16]([O:25][CH3:26])=[C:17]3[C:22]=2[O:21][CH2:20][C@H:19]([NH:23][CH3:24])[CH2:18]3)(=[O:12])=[O:11])[CH:6]=[CH:7][CH:8]=1)#[N:2].C=O.[C:29]([BH3-])#N.[Na+].Cl. (5) Given the product [CH2:36]([O:35][CH2:34][CH:31]([CH2:30][O:29][CH2:11][CH2:12][CH2:13][CH2:14][CH2:15][CH2:16][CH2:17][CH2:18]/[CH:19]=[CH:20]\[CH2:21]/[CH:22]=[CH:23]\[CH2:24][CH2:25][CH2:26][CH2:27][CH3:28])[CH:32]=[O:33])[CH2:37][CH2:38][CH2:39][CH2:40][CH2:41][CH2:42][CH2:43]/[CH:44]=[CH:45]\[CH2:46]/[CH:47]=[CH:48]\[CH2:49][CH2:50][CH2:51][CH2:52][CH3:53], predict the reactants needed to synthesize it. The reactants are: C(Cl)(=O)C(Cl)=O.CS(C)=O.[CH2:11]([O:29][CH2:30][CH:31]([CH2:34][O:35][CH2:36][CH2:37][CH2:38][CH2:39][CH2:40][CH2:41][CH2:42][CH2:43]/[CH:44]=[CH:45]\[CH2:46]/[CH:47]=[CH:48]\[CH2:49][CH2:50][CH2:51][CH2:52][CH3:53])[CH2:32][OH:33])[CH2:12][CH2:13][CH2:14][CH2:15][CH2:16][CH2:17][CH2:18]/[CH:19]=[CH:20]\[CH2:21]/[CH:22]=[CH:23]\[CH2:24][CH2:25][CH2:26][CH2:27][CH3:28].C(N(CC)CC)C. (6) Given the product [F:1][C:2]1[CH:3]=[C:4]([C:10]2[CH2:11][CH2:12][C:13](=[O:16])[NH:14][N:15]=2)[CH:5]=[CH:6][C:7]=1[OH:8], predict the reactants needed to synthesize it. The reactants are: [F:1][C:2]1[CH:3]=[C:4]([C:10]2[CH2:11][CH2:12][C:13](=[O:16])[NH:14][N:15]=2)[CH:5]=[CH:6][C:7]=1[O:8]C.[Cl-].[Al+3].[Cl-].[Cl-]. (7) Given the product [CH2:41]([NH:1][C@@H:2]1[CH2:6][N:5]([C:7]2[C:11]([NH:12][C:13]([C:15]3[N:16]=[C:17]([C:20]4[CH:25]=[CH:24][N:23]=[C:22]([NH:26][CH2:34][C:35]([F:37])([F:36])[F:38])[CH:21]=4)[O:18][CH:19]=3)=[O:14])=[CH:10][N:9]([CH3:39])[N:8]=2)[C:4](=[O:40])[CH2:3]1)[CH3:42], predict the reactants needed to synthesize it. The reactants are: [NH2:1][C@@H:2]1[CH2:6][N:5]([C:7]2[C:11]([NH:12][C:13]([C:15]3[N:16]=[C:17]([C:20]4[CH:25]=[CH:24][N:23]=[C:22]([N:26]([CH2:34][C:35]([F:38])([F:37])[F:36])C(=O)OC(C)(C)C)[CH:21]=4)[O:18][CH:19]=3)=[O:14])=[CH:10][N:9]([CH3:39])[N:8]=2)[C:4](=[O:40])[CH2:3]1.[CH:41](=O)[CH3:42].[BH4-].[Na+].CO.